Dataset: Catalyst prediction with 721,799 reactions and 888 catalyst types from USPTO. Task: Predict which catalyst facilitates the given reaction. (1) The catalyst class is: 35. Product: [CH2:52]([N:59]1[CH2:64][CH2:63][O:62][CH:61]([C:65]2[N:68]=[C:1]([C:2]3[CH:3]=[CH:4][CH:5]=[CH:6][CH:7]=3)[O:9][N:66]=2)[CH2:60]1)[C:53]1[CH:54]=[CH:55][CH:56]=[CH:57][CH:58]=1. Reactant: [C:1]([OH:9])(=O)[C:2]1[CH:7]=[CH:6][CH:5]=[CH:4][CH:3]=1.F[B-](F)(F)F.N1(OC(N(C)C)=[N+](C)C)C2C=CC=CC=2N=N1.O.ON1C2C=CC=CC=2N=N1.C(N(CC)C(C)C)(C)C.[CH2:52]([N:59]1[CH2:64][CH2:63][O:62][CH:61]([C:65]([NH2:68])=[N:66]O)[CH2:60]1)[C:53]1[CH:58]=[CH:57][CH:56]=[CH:55][CH:54]=1. (2) Reactant: C[O:2][C:3](=[O:26])[CH2:4][CH:5]1[CH2:14][CH2:13][C:12]2[C:7](=[CH:8][CH:9]=[C:10]([O:15][CH2:16][CH2:17][CH2:18][NH:19][C:20]3[N:25]=[CH:24][CH:23]=[CH:22][N:21]=3)[CH:11]=2)[CH2:6]1.Cl. Product: [NH:25]1[CH2:24][CH2:23][CH2:22][N:21]=[C:20]1[NH:19][CH2:18][CH2:17][CH2:16][O:15][C:10]1[CH:11]=[C:12]2[C:7](=[CH:8][CH:9]=1)[CH2:6][CH:5]([CH2:4][C:3]([OH:26])=[O:2])[CH2:14][CH2:13]2. The catalyst class is: 331. (3) Reactant: [CH3:1][C:2]1([CH3:21])[C:6]2[CH:7]=[C:8]([O:11][C:12]3[CH:17]=[CH:16][C:15]([N+:18]([O-])=O)=[CH:14][CH:13]=3)[CH:9]=[CH:10][C:5]=2[CH2:4][O:3]1. Product: [CH3:1][C:2]1([CH3:21])[C:6]2[CH:7]=[C:8]([O:11][C:12]3[CH:17]=[CH:16][C:15]([NH2:18])=[CH:14][CH:13]=3)[CH:9]=[CH:10][C:5]=2[CH2:4][O:3]1. The catalyst class is: 29. (4) Reactant: [C@:1]12([CH3:11])[C:8]([CH3:10])([CH3:9])[CH:5]([CH2:6][CH2:7]1)[CH2:4][C:2]2=[O:3].[H-].[Na+].[C:14](OCC)(=[O:20])[C:15]([O:17][CH2:18][CH3:19])=[O:16]. Product: [OH:3][C:2]1[C@@:1]2([CH3:11])[C:8]([CH3:10])([CH3:9])[C@H:5]([CH2:6][CH2:7]2)[C:4]=1[C:14](=[O:20])[C:15]([O:17][CH2:18][CH3:19])=[O:16]. The catalyst class is: 11. (5) Reactant: [CH3:1][O:2][C:3](=[O:24])[NH:4][C@H:5]1[CH2:9][CH2:8][N:7]([C:10]2[C:11]([C:21](=O)[CH3:22])=[CH:12][C:13]([Cl:20])=[C:14]3[C:19]=2[N:18]=[CH:17][CH:16]=[CH:15]3)[CH2:6]1.C([O-])(=O)C.[NH4+].C([BH3-])#[N:31].[Na+].O1CCCC1. Product: [CH3:1][O:2][C:3](=[O:24])[NH:4][C@H:5]1[CH2:9][CH2:8][N:7]([C:10]2[C:11]([CH:21]([NH2:31])[CH3:22])=[CH:12][C:13]([Cl:20])=[C:14]3[C:19]=2[N:18]=[CH:17][CH:16]=[CH:15]3)[CH2:6]1. The catalyst class is: 449. (6) Reactant: CS[C:3]1[CH:8]=[CH:7][CH:6]=[CH:5][C:4]=1[C:9]1[CH:14]=[CH:13][C:12]([C:15]([OH:17])=[O:16])=[CH:11][CH:10]=1.[CH3:18]C(C)=O.O[O:23][S:24]([O-:26])=O.[K+]. Product: [CH3:18][S:24]([C:3]1[CH:8]=[CH:7][CH:6]=[CH:5][C:4]=1[C:9]1[CH:10]=[CH:11][C:12]([C:15]([OH:17])=[O:16])=[CH:13][CH:14]=1)(=[O:26])=[O:23]. The catalyst class is: 6. (7) Reactant: C([Sn](=O)CCCC)CCC.[CH2:11]([OH:17])[CH2:12][CH:13]([OH:16])[CH2:14][CH3:15].[C:18]1([CH3:38])[CH:23]=[CH:22][C:21]([S:24](O[S:24]([C:21]2[CH:22]=[CH:23][C:18]([CH3:38])=[CH:19][CH:20]=2)(=[O:26])=[O:25])(=[O:26])=[O:25])=[CH:20][CH:19]=1. Product: [OH:16][CH:13]([CH2:14][CH3:15])[CH2:12][CH2:11][O:17][S:24]([C:21]1[CH:22]=[CH:23][C:18]([CH3:38])=[CH:19][CH:20]=1)(=[O:26])=[O:25]. The catalyst class is: 2.